From a dataset of Peptide-MHC class I binding affinity with 185,985 pairs from IEDB/IMGT. Regression. Given a peptide amino acid sequence and an MHC pseudo amino acid sequence, predict their binding affinity value. This is MHC class I binding data. (1) The binding affinity (normalized) is 0. The MHC is Mamu-A07 with pseudo-sequence Mamu-A07. The peptide sequence is QQIGGNYV. (2) The peptide sequence is YGLGSTPLY. The MHC is HLA-A11:01 with pseudo-sequence HLA-A11:01. The binding affinity (normalized) is 0.0847. (3) The peptide sequence is VVISVIFYFI. The MHC is HLA-A02:03 with pseudo-sequence HLA-A02:03. The binding affinity (normalized) is 0.388. (4) The peptide sequence is DGAEGINPY. The MHC is HLA-B15:17 with pseudo-sequence HLA-B15:17. The binding affinity (normalized) is 0.0847.